From a dataset of Forward reaction prediction with 1.9M reactions from USPTO patents (1976-2016). Predict the product of the given reaction. (1) Given the reactants [NH2:1][CH2:2][C:3]1[C:8]([O:9][CH3:10])=[CH:7][C:6]2[O:11][CH2:12][C:13]3[C:17]([C:18]([N:20]4[CH2:25][CH2:24][O:23][CH2:22][C:21]4([CH3:27])[CH3:26])=[O:19])=[N:16][N:15]([C:28]4[CH:32]=[CH:31][S:30][CH:29]=4)[C:14]=3[C:5]=2[CH:4]=1.C(Cl)Cl.C(P1(=O)OP(=O)(CCC)OP(=O)(CCC)O1)CC.[C:54](O)(=[O:56])[CH3:55].C(N(C(C)C)C(C)C)C, predict the reaction product. The product is: [CH3:26][C:21]1([CH3:27])[CH2:22][O:23][CH2:24][CH2:25][N:20]1[C:18]([C:17]1[C:13]2[CH2:12][O:11][C:6]3[CH:7]=[C:8]([O:9][CH3:10])[C:3]([CH2:2][NH:1][C:54](=[O:56])[CH3:55])=[CH:4][C:5]=3[C:14]=2[N:15]([C:28]2[CH:32]=[CH:31][S:30][CH:29]=2)[N:16]=1)=[O:19]. (2) Given the reactants C([O:3][C:4](=[O:20])[C@@H:5]([O:18][CH3:19])[CH2:6][C:7]1[CH:12]=[CH:11][C:10]([O:13][CH2:14][CH2:15][CH2:16]Br)=[CH:9][CH:8]=1)C.[CH:21]1[C:30]2[C:25](=[CH:26][CH:27]=[CH:28][CH:29]=2)[CH:24]=[CH:23][C:22]=1[OH:31].CO[C@@H](CC1C=CC(OCCCOC2C=CC=CC=2)=CC=1)C(O)=O, predict the reaction product. The product is: [CH3:19][O:18][C@@H:5]([CH2:6][C:7]1[CH:8]=[CH:9][C:10]([O:13][CH2:14][CH2:15][CH2:16][O:31][C:22]2[CH:23]=[CH:24][C:25]3[C:30](=[CH:29][CH:28]=[CH:27][CH:26]=3)[CH:21]=2)=[CH:11][CH:12]=1)[C:4]([OH:3])=[O:20]. (3) Given the reactants [CH2:1]1[CH2:12][C:11]2[C:6](=[CH:7][CH:8]=[CH:9][CH:10]=2)[C:4](=[O:5])[CH2:3][CH2:2]1.B(F)(F)F.[CH3:17][CH2:18]OCC.CC[OH:24], predict the reaction product. The product is: [CH:6]1([C:4]([O:5][CH2:17][CH3:18])=[O:24])[C:11]2[C:10](=[CH:3][CH:2]=[CH:1][CH:12]=2)[CH2:9][CH2:8][CH2:7]1. (4) Given the reactants [Cl:1][C:2]1[N:7]=[C:6](Cl)[CH:5]=[CH:4][N:3]=1.[S:9]1[CH:13]=[CH:12][CH:11]=[C:10]1B(O)O.C([O-])([O-])=O.[Cs+].[Cs+], predict the reaction product. The product is: [Cl:1][C:2]1[N:7]=[C:6]([C:10]2[S:9][CH:13]=[CH:12][CH:11]=2)[CH:5]=[CH:4][N:3]=1.